This data is from Full USPTO retrosynthesis dataset with 1.9M reactions from patents (1976-2016). The task is: Predict the reactants needed to synthesize the given product. (1) Given the product [CH2:16]([N:15]1[C:14]([CH3:20])=[C:13]([CH3:21])[S:12]/[C:11]/1=[CH:10]\[C:9]([C:3]1[CH:4]=[C:5]([Cl:8])[CH:6]=[CH:7][C:2]=1[NH:1][C:29](=[O:30])[O:31][CH2:32][CH3:33])=[O:22])[CH2:17][CH2:18][CH3:19], predict the reactants needed to synthesize it. The reactants are: [NH2:1][C:2]1[CH:7]=[CH:6][C:5]([Cl:8])=[CH:4][C:3]=1[C:9](=[O:22])/[CH:10]=[C:11]1\[S:12][C:13]([CH3:21])=[C:14]([CH3:20])[N:15]\1[CH2:16][CH2:17][CH2:18][CH3:19].C([O-])(O)=O.[Na+].Cl[C:29]([O:31][CH2:32][CH3:33])=[O:30]. (2) Given the product [CH3:5][CH2:4][CH:3]([NH:6][CH2:7][C:8]1[CH:9]=[C:10]([C:11]2[O:21][C:19](=[O:20])[C:18]3[C:17]4[CH2:26][CH2:27][CH2:28][CH2:29][C:16]=4[S:15][C:14]=3[N:13]=2)[CH:30]=[CH:31][CH:32]=1)[CH2:2][CH3:1], predict the reactants needed to synthesize it. The reactants are: [CH3:1][CH2:2][CH:3]([NH:6][CH2:7][C:8]1[CH:9]=[C:10]([CH:30]=[CH:31][CH:32]=1)[C:11]([NH:13][C:14]1[S:15][C:16]2[CH2:29][CH2:28][CH2:27][CH2:26][C:17]=2[C:18]=1[C:19]([O:21]C(C)(C)C)=[O:20])=O)[CH2:4][CH3:5].C(O)(C(F)(F)F)=O. (3) Given the product [CH2:1]([O:3][C:4](=[O:21])[C:5]1[CH:6]=[CH:7][C:8]([NH:11][C:12](=[O:20])[C:13]2[CH:18]=[CH:17][CH:16]=[C:15]([NH:19][S:28]([C:22]3[CH:27]=[CH:26][CH:25]=[CH:24][CH:23]=3)(=[O:30])=[O:29])[CH:14]=2)=[CH:9][CH:10]=1)[CH3:2], predict the reactants needed to synthesize it. The reactants are: [CH2:1]([O:3][C:4](=[O:21])[C:5]1[CH:10]=[CH:9][C:8]([NH:11][C:12](=[O:20])[C:13]2[CH:18]=[CH:17][CH:16]=[C:15]([NH2:19])[CH:14]=2)=[CH:7][CH:6]=1)[CH3:2].[C:22]1([S:28](Cl)(=[O:30])=[O:29])[CH:27]=[CH:26][CH:25]=[CH:24][CH:23]=1. (4) Given the product [OH:9][C:10]1[CH:19]=[C:18]2[C:13]([C:14]([NH:20][C:21]3[CH:29]=[C:28]4[C:24]([CH:25]=[CH:26][NH:27]4)=[CH:23][CH:22]=3)=[N:15][CH:16]=[N:17]2)=[CH:12][C:11]=1[O:30][CH3:31], predict the reactants needed to synthesize it. The reactants are: Cl.C([O:9][C:10]1[CH:19]=[C:18]2[C:13]([C:14]([NH:20][C:21]3[CH:29]=[C:28]4[C:24]([CH:25]=[CH:26][NH:27]4)=[CH:23][CH:22]=3)=[N:15][CH:16]=[N:17]2)=[CH:12][C:11]=1[O:30][CH3:31])C1C=CC=CC=1.C([O-])=O.[NH4+]. (5) Given the product [Br:31][CH2:32][C:33]1[CH:38]=[CH:37][C:36]([CH2:39][N:8]2[S:7](=[O:13])(=[O:12])[N:6]([CH2:5][C:4]3[CH:14]=[CH:15][C:16]([O:18][CH3:19])=[CH:17][C:3]=3[O:2][CH3:1])[C:10](=[O:11])[CH2:9]2)=[CH:35][CH:34]=1, predict the reactants needed to synthesize it. The reactants are: [CH3:1][O:2][C:3]1[CH:17]=[C:16]([O:18][CH3:19])[CH:15]=[CH:14][C:4]=1[CH2:5][N:6]1[C:10](=[O:11])[CH2:9][NH:8][S:7]1(=[O:13])=[O:12].C1CCN2C(=NCCC2)CC1.[Br:31][CH2:32][C:33]1[CH:38]=[CH:37][C:36]([CH2:39]Br)=[CH:35][CH:34]=1.